Task: Predict which catalyst facilitates the given reaction.. Dataset: Catalyst prediction with 721,799 reactions and 888 catalyst types from USPTO (1) Reactant: Br[C:2]1[CH:3]=[CH:4][C:5]([O:14][CH2:15][C:16]([O:18][C:19]([CH3:22])([CH3:21])[CH3:20])=[O:17])=[C:6]([C:8]2[CH:13]=[CH:12][CH:11]=[CH:10][CH:9]=2)[CH:7]=1.[Cl-].[CH3:24][Zn+]. Product: [CH3:24][C:2]1[CH:3]=[CH:4][C:5]([O:14][CH2:15][C:16]([O:18][C:19]([CH3:22])([CH3:21])[CH3:20])=[O:17])=[C:6]([C:8]2[CH:13]=[CH:12][CH:11]=[CH:10][CH:9]=2)[CH:7]=1. The catalyst class is: 450. (2) Reactant: [CH2:1]([N:3]1[C:7]2[N:8]=[C:9]([C:18]3[CH:23]=[CH:22][C:21]([NH:24][C:25]([NH:27][C:28]4[CH:36]=[CH:35][C:31]([C:32](O)=[O:33])=[CH:30][CH:29]=4)=[O:26])=[CH:20][CH:19]=3)[N:10]=[C:11]([N:12]3[CH2:17][CH2:16][O:15][CH2:14][CH2:13]3)[C:6]=2[N:5]=[N:4]1)[CH3:2].[CH3:37][N:38]1[CH2:43][CH2:42][N:41]([CH:44](N)[CH3:45])[CH2:40][CH2:39]1.CC[N:49](CC)CC.C1C=CC2N(O)N=NC=2C=1.CCN=C=NCCCN(C)C. Product: [CH2:1]([N:3]1[C:7]2[N:8]=[C:9]([C:18]3[CH:23]=[CH:22][C:21]([NH:24][C:25]([NH:27][C:28]4[CH:29]=[CH:30][C:31]([C:32]([NH:49][CH2:45][CH2:44][N:41]5[CH2:42][CH2:43][N:38]([CH3:37])[CH2:39][CH2:40]5)=[O:33])=[CH:35][CH:36]=4)=[O:26])=[CH:20][CH:19]=3)[N:10]=[C:11]([N:12]3[CH2:13][CH2:14][O:15][CH2:16][CH2:17]3)[C:6]=2[N:5]=[N:4]1)[CH3:2]. The catalyst class is: 1.